From a dataset of Forward reaction prediction with 1.9M reactions from USPTO patents (1976-2016). Predict the product of the given reaction. (1) The product is: [F:1][C:2]1[CH:3]=[C:4]([C@:13]2([NH:23][C:24]([C:26]3[CH:27]=[C:28]([C:31]([OH:33])=[O:32])[N:29]([CH3:36])[CH:30]=3)=[O:25])[C:18]3=[N:19][CH:20]=[CH:21][CH:22]=[C:17]3[O:16][CH2:15][CH2:14]2)[CH:5]=[CH:6][C:7]=1[O:8][C:9]([F:12])([F:11])[F:10]. Given the reactants [F:1][C:2]1[CH:3]=[C:4]([C@:13]2([NH:23][C:24]([C:26]3[CH:27]=[C:28]([C:31]([O:33]CC)=[O:32])[NH:29][CH:30]=3)=[O:25])[C:18]3=[N:19][CH:20]=[CH:21][CH:22]=[C:17]3[O:16][CH2:15][CH2:14]2)[CH:5]=[CH:6][C:7]=1[O:8][C:9]([F:12])([F:11])[F:10].[C:36]([O-])([O-])=O.[K+].[K+].IC.O, predict the reaction product. (2) Given the reactants CS(O[CH2:6][C:7]1[CH:12]=[C:11]([NH:13][C:14]2[S:15][C:16]3[CH:22]=[C:21]([Br:23])[CH:20]=[CH:19][C:17]=3[N:18]=2)[N:10]=[C:9]([NH:24][C@H:25]2[CH2:30][CH2:29][C@H:28]([OH:31])[CH2:27][CH2:26]2)[N:8]=1)(=O)=O.C(N(C(C)C)CC)(C)C.[NH:41]1[CH2:46][CH2:45][O:44][CH2:43][CH2:42]1.O, predict the reaction product. The product is: [Br:23][C:21]1[CH:20]=[CH:19][C:17]2[N:18]=[C:14]([NH:13][C:11]3[CH:12]=[C:7]([CH2:6][N:41]4[CH2:46][CH2:45][O:44][CH2:43][CH2:42]4)[N:8]=[C:9]([NH:24][C@H:25]4[CH2:26][CH2:27][C@H:28]([OH:31])[CH2:29][CH2:30]4)[N:10]=3)[S:15][C:16]=2[CH:22]=1. (3) Given the reactants [CH3:1][O:2][C:3](=[O:66])[C@@H:4]([NH:20][C:21]([CH:23]1[CH2:32][C:31]2[CH:30]=[C:29]3[O:33][CH2:34][C@H:35]([C:37]4[CH:42]=[CH:41][C:40]([O:43][CH2:44][C:45]5[CH:50]=[CH:49][C:48]([Cl:51])=[C:47]([Cl:52])[CH:46]=5)=[CH:39][CH:38]=4)[O:36][C:28]3=[CH:27][C:26]=2[CH2:25][N:24]1[S:53]([C:56]1[S:60][C:59]([NH:61]C(=O)C)=[N:58][C:57]=1[CH3:65])(=[O:55])=[O:54])=[O:22])[CH2:5][C:6]1[CH:11]=[CH:10][C:9]([C:12]2[CH:17]=[CH:16][C:15]([C:18]#[N:19])=[CH:14][CH:13]=2)=[CH:8][CH:7]=1.Br[CH2:68][CH2:69][O:70][CH2:71][CH2:72][Br:73].[C:74]([O-:77])([O-])=O.[K+].[K+].[CH3:80]N(C=O)C, predict the reaction product. The product is: [CH3:1][O:2][C:3](=[O:66])[C@@H:4]([NH:20][C:21]([CH:23]1[CH2:32][C:31]2[CH:30]=[C:29]3[O:33][CH2:34][C@H:35]([C:37]4[CH:42]=[CH:41][C:40]([O:43][CH2:44][C:45]5[CH:50]=[CH:49][C:48]([Cl:51])=[C:47]([Cl:52])[CH:46]=5)=[CH:39][CH:38]=4)[O:36][C:28]3=[CH:27][C:26]=2[CH2:25][N:24]1[S:53]([C:56]1[S:60][C:59]([NH:61][CH2:68][CH2:69][O:70][CH2:71][CH:72]([C:74](=[O:77])[CH3:80])[Br:73])=[N:58][C:57]=1[CH3:65])(=[O:55])=[O:54])=[O:22])[CH2:5][C:6]1[CH:7]=[CH:8][C:9]([C:12]2[CH:13]=[CH:14][C:15]([C:18]#[N:19])=[CH:16][CH:17]=2)=[CH:10][CH:11]=1. (4) Given the reactants [Cl:1][C:2]1[N:10]=[C:9]2[C:5]([N:6]=[CH:7][NH:8]2)=[C:4]([Cl:11])[N:3]=1.[CH:12](O)([CH3:14])[CH3:13].C1(P(C2C=CC=CC=2)C2C=CC=CC=2)C=CC=CC=1.C1C=CC(COC(/N=N/C(OCC2C=CC=CC=2)=O)=O)=CC=1, predict the reaction product. The product is: [Cl:1][C:2]1[N:10]=[C:9]2[C:5]([N:6]=[CH:7][N:8]2[CH:12]([CH3:14])[CH3:13])=[C:4]([Cl:11])[N:3]=1. (5) Given the reactants [Mg].[H-].C([Al+]CC(C)C)C(C)C.Br[C:13]1[CH:18]=[CH:17][C:16]([C:19]([F:22])([F:21])[F:20])=[CH:15][CH:14]=1.[N:23]1[C:32]2[C:31](=[O:33])[CH2:30][CH2:29][CH2:28][C:27]=2[CH:26]=[CH:25][CH:24]=1, predict the reaction product. The product is: [F:20][C:19]([F:22])([F:21])[C:16]1[CH:17]=[CH:18][C:13]([C:31]2([OH:33])[C:32]3[N:23]=[CH:24][CH:25]=[CH:26][C:27]=3[CH2:28][CH2:29][CH2:30]2)=[CH:14][CH:15]=1.